Dataset: Full USPTO retrosynthesis dataset with 1.9M reactions from patents (1976-2016). Task: Predict the reactants needed to synthesize the given product. Given the product [N:1]1([C:25]2[C:26]([C:31]#[N:32])=[N:27][CH:28]=[CH:29][CH:30]=2)[CH:5]=[N:4][N:3]=[N:2]1, predict the reactants needed to synthesize it. The reactants are: [NH:1]1[CH:5]=[N:4][N:3]=[N:2]1.[OH-].C([N+](CCCC)(CCCC)CCCC)CCC.F[C:25]1[C:26]([C:31]#[N:32])=[N:27][CH:28]=[CH:29][CH:30]=1.